Dataset: Full USPTO retrosynthesis dataset with 1.9M reactions from patents (1976-2016). Task: Predict the reactants needed to synthesize the given product. (1) Given the product [F:9][C:8]([F:11])([F:10])[C:5]1[N:4]=[CH:3][C:2](/[CH:14]=[CH:13]/[C:12]([O:16][CH3:17])=[O:15])=[CH:7][N:6]=1, predict the reactants needed to synthesize it. The reactants are: Br[C:2]1[CH:3]=[N:4][C:5]([C:8]([F:11])([F:10])[F:9])=[N:6][CH:7]=1.[C:12]([O:16][CH3:17])(=[O:15])[CH:13]=[CH2:14].C1(C)C=CC=CC=1P(C1C=CC=CC=1C)C1C=CC=CC=1C.O. (2) The reactants are: [CH:1]1([CH2:4][N:5]2[CH2:10][CH2:9][CH:8]([O:11][CH:12]3[CH2:17][CH2:16][N:15](C(OC(C)(C)C)=O)[CH2:14][CH2:13]3)[CH2:7][CH2:6]2)[CH2:3][CH2:2]1.Cl. Given the product [CH:1]1([CH2:4][N:5]2[CH2:10][CH2:9][CH:8]([O:11][CH:12]3[CH2:13][CH2:14][NH:15][CH2:16][CH2:17]3)[CH2:7][CH2:6]2)[CH2:2][CH2:3]1, predict the reactants needed to synthesize it. (3) Given the product [Cl:20][C:21]1[CH:28]=[CH:27][C:24]([CH2:25][N:8]2[CH:7]=[C:6]([C:9]3[S:10][C:11]4[CH:17]=[CH:16][CH:15]=[CH:14][C:12]=4[N:13]=3)[CH:5]=[CH:4][C:3]2=[O:2])=[CH:23][C:22]=1[F:29], predict the reactants needed to synthesize it. The reactants are: C[O:2][C:3]1[N:8]=[CH:7][C:6]([C:9]2[S:10][C:11]3[CH:17]=[CH:16][CH:15]=[CH:14][C:12]=3[N:13]=2)=[CH:5][CH:4]=1.[Na+].[I-].[Cl:20][C:21]1[CH:28]=[CH:27][C:24]([CH2:25]Br)=[CH:23][C:22]=1[F:29].